This data is from Peptide-MHC class I binding affinity with 185,985 pairs from IEDB/IMGT. The task is: Regression. Given a peptide amino acid sequence and an MHC pseudo amino acid sequence, predict their binding affinity value. This is MHC class I binding data. (1) The peptide sequence is NQRETTVVW. The MHC is HLA-B15:01 with pseudo-sequence HLA-B15:01. The binding affinity (normalized) is 0.548. (2) The peptide sequence is YHIKVSARV. The MHC is Patr-B0101 with pseudo-sequence Patr-B0101. The binding affinity (normalized) is 0.